Dataset: Forward reaction prediction with 1.9M reactions from USPTO patents (1976-2016). Task: Predict the product of the given reaction. Given the reactants ClC(Cl)(Cl)[C:3]([C:5]1[N:14]2[C:8]([CH2:9][N:10]([C:19]([C:21]3[CH:26]=[CH:25][C:24]([C:27]4[CH:32]=[CH:31][CH:30]=[CH:29][C:28]=4[CH3:33])=[C:23]([O:34][CH3:35])[CH:22]=3)=[O:20])[C:11]3[CH:18]=[CH:17][CH:16]=[CH:15][C:12]=3[CH2:13]2)=[CH:7][CH:6]=1)=[O:4].Cl.[CH2:39]1[C:47]2[C:42](=[CH:43][CH:44]=[CH:45][CH:46]=2)[CH2:41][CH:40]1[NH2:48].C(N(CC)CC)C, predict the reaction product. The product is: [CH2:39]1[C:47]2[C:42](=[CH:43][CH:44]=[CH:45][CH:46]=2)[CH2:41][CH:40]1[NH:48][C:3]([C:5]1[N:14]2[C:8]([CH2:9][N:10]([C:19]([C:21]3[CH:26]=[CH:25][C:24]([C:27]4[CH:32]=[CH:31][CH:30]=[CH:29][C:28]=4[CH3:33])=[C:23]([O:34][CH3:35])[CH:22]=3)=[O:20])[C:11]3[CH:18]=[CH:17][CH:16]=[CH:15][C:12]=3[CH2:13]2)=[CH:7][CH:6]=1)=[O:4].